Dataset: Experimentally validated miRNA-target interactions with 360,000+ pairs, plus equal number of negative samples. Task: Binary Classification. Given a miRNA mature sequence and a target amino acid sequence, predict their likelihood of interaction. The miRNA is hsa-miR-1234-3p with sequence UCGGCCUGACCACCCACCCCAC. Result: 1 (interaction). The protein sequence of the target gene is MSSAWKTPRGSDAMPEIMVKIIGSKHFQYLVEKPKIKENDSLKTETQTMHQKPMTDNARQMSRDTPVPINFTDQQTTDNPDDVKEKKHPENNQKSENNQKLLTGANSSRFLDGNIPSQANVHCSSVPTGDQSLSYVHGIPRRKLRDWSLEQMVRGSSDQPEDIGQSPSGTTNEDAFLLALVRRELKSRPLSSNLLEKLQKELKILDPISSGFLLQSQLSRLFLKHEVPLQLPTVKILCQRFSKRGSPEMVNYEKLLWFLNSAASDYPQQNKAAADLRKTESHGTHSQSTPPQHSSSQPEV....